From a dataset of Catalyst prediction with 721,799 reactions and 888 catalyst types from USPTO. Predict which catalyst facilitates the given reaction. (1) Reactant: [CH3:1][C:2]1([CH3:19])[O:6][C:5](=[O:7])/[C:4](=[CH:8]/[C:9]([O:11][Si](C(C)(C)C)(C)C)=[O:10])/[O:3]1.C(O)(=O)C.[F-].C([N+](CCCC)(CCCC)CCCC)CCC. Product: [CH3:1][C:2]1([CH3:19])[O:3][C:4](=[CH:8][C:9]([OH:11])=[O:10])[C:5](=[O:7])[O:6]1. The catalyst class is: 54. (2) Reactant: [F:1][C:2]1[CH:21]=[CH:20][C:5]2[C:6]([C:9]3[CH:14]=[CH:13][C:12]([O:15][CH2:16][C@H:17]4[CH2:19][O:18]4)=[CH:11][CH:10]=3)=[N:7][O:8][C:4]=2[CH:3]=1.[NH2:22][CH:23]1[CH2:31][C:30]2[C:25](=[CH:26][CH:27]=[CH:28][CH:29]=2)[CH2:24]1. Product: [F:1][C:2]1[CH:21]=[CH:20][C:5]2[C:6]([C:9]3[CH:10]=[CH:11][C:12]([O:15][CH2:16][C@H:17]([OH:18])[CH2:19][NH:22][CH:23]4[CH2:31][C:30]5[C:25](=[CH:26][CH:27]=[CH:28][CH:29]=5)[CH2:24]4)=[CH:13][CH:14]=3)=[N:7][O:8][C:4]=2[CH:3]=1. The catalyst class is: 737. (3) Reactant: [CH3:1][O:2][C:3]1[CH:8]=CC(N)=C[CH:4]=1.C[CH2:11][N:12]([CH:16](C)C)[CH:13]([CH3:15])[CH3:14].CSC. Product: [CH3:16][N:12]([CH3:11])[C:13]1[CH:14]=[CH:8][C:3]([O:2][CH3:1])=[CH:4][CH:15]=1. The catalyst class is: 23. (4) Reactant: [CH2:1]([O:5][C:6]1[C:15]2[C:10](=[CH:11][CH:12]=[C:13]([C:16]3[S:17][CH:18]=[C:19]([CH3:21])[N:20]=3)[CH:14]=2)[C:9](=[O:22])[N:8]([CH2:23][CH:24]([CH3:26])[CH3:25])[C:7]=1[CH2:27][NH:28]C(=O)OC(C)(C)C)[CH2:2][CH2:3][CH3:4].[ClH:36]. Product: [ClH:36].[ClH:36].[NH2:28][CH2:27][C:7]1[N:8]([CH2:23][CH:24]([CH3:25])[CH3:26])[C:9](=[O:22])[C:10]2[C:15]([C:6]=1[O:5][CH2:1][CH2:2][CH2:3][CH3:4])=[CH:14][C:13]([C:16]1[S:17][CH:18]=[C:19]([CH3:21])[N:20]=1)=[CH:12][CH:11]=2. The catalyst class is: 13. (5) Reactant: [C:1]([Si:5]([CH3:11])([CH3:10])[O:6][CH2:7][CH:8]=O)([CH3:4])([CH3:3])[CH3:2].C(O)(=O)C.[NH2:16][C:17]1[CH:22]=[C:21]([C:23]([C:25]2[C:30]([NH:31][S:32]([C:35]3[CH:40]=[CH:39][C:38]([CH3:41])=[C:37]([C:42]([F:45])([F:44])[F:43])[CH:36]=3)(=[O:34])=[O:33])=[CH:29][C:28]([Cl:46])=[CH:27][N:26]=2)=[O:24])[CH:20]=[CH:19][N:18]=1.C(O[BH-](OC(=O)C)OC(=O)C)(=O)C.[Na+]. Product: [C:1]([Si:5]([CH3:10])([CH3:11])[O:6][CH2:7][CH2:8][NH:16][C:17]1[CH:22]=[C:21]([CH:23]([OH:24])[C:25]2[C:30]([NH:31][S:32]([C:35]3[CH:40]=[CH:39][C:38]([CH3:41])=[C:37]([C:42]([F:45])([F:44])[F:43])[CH:36]=3)(=[O:34])=[O:33])=[CH:29][C:28]([Cl:46])=[CH:27][N:26]=2)[CH:20]=[CH:19][N:18]=1)([CH3:2])([CH3:3])[CH3:4]. The catalyst class is: 2.